This data is from Full USPTO retrosynthesis dataset with 1.9M reactions from patents (1976-2016). The task is: Predict the reactants needed to synthesize the given product. (1) Given the product [O:33]1[C:32]2[CH:37]=[CH:38][C:29]([CH2:28][NH:7][CH:8]3[CH2:13][CH2:12][N:11]([CH2:14][CH2:15][N:16]4[C:25]5[C:20](=[C:21]([Br:26])[CH:22]=[CH:23][CH:24]=5)[CH:19]=[CH:18][C:17]4=[O:27])[CH2:10][CH2:9]3)=[CH:30][C:31]=2[O:36][CH2:35][CH2:34]1, predict the reactants needed to synthesize it. The reactants are: C(OC(=O)[N:7]([CH2:28][C:29]1[CH:38]=[CH:37][C:32]2[O:33][CH2:34][CH2:35][O:36][C:31]=2[CH:30]=1)[CH:8]1[CH2:13][CH2:12][N:11]([CH2:14][CH2:15][N:16]2[C:25]3[C:20](=[C:21]([Br:26])[CH:22]=[CH:23][CH:24]=3)[CH:19]=[CH:18][C:17]2=[O:27])[CH2:10][CH2:9]1)(C)(C)C.FC(F)(F)C(O)=O. (2) Given the product [ClH:1].[NH2:36][CH2:35][C@H:32]1[CH2:33][CH2:34][C@H:29]([C:27]([NH:26][C@@H:4]([CH2:5][C:6]2[CH:7]=[CH:8][C:9]([C:12]3[CH:17]=[CH:16][CH:15]=[CH:14][C:13]=3[C:18]([N:20]3[CH2:21][CH2:22][CH2:23][CH2:24][CH2:25]3)=[O:19])=[CH:10][CH:11]=2)[C:3](=[O:2])[NH:44][C:45]2[CH:50]=[CH:49][C:48]([C:51]3[N:55]=[N:54][NH:53][N:52]=3)=[CH:47][CH:46]=2)=[O:28])[CH2:30][CH2:31]1, predict the reactants needed to synthesize it. The reactants are: [ClH:1].[O:2]=[C:3]([NH:44][C:45]1[CH:50]=[CH:49][C:48]([C:51]2[N:52]=[N:53][NH:54][N:55]=2)=[CH:47][CH:46]=1)[C@@H:4]([NH:26][C:27]([C@H:29]1[CH2:34][CH2:33][C@H:32]([CH2:35][NH:36]C(=O)OC(C)(C)C)[CH2:31][CH2:30]1)=[O:28])[CH2:5][C:6]1[CH:11]=[CH:10][C:9]([C:12]2[CH:17]=[CH:16][CH:15]=[CH:14][C:13]=2[C:18]([N:20]2[CH2:25][CH2:24][CH2:23][CH2:22][CH2:21]2)=[O:19])=[CH:8][CH:7]=1. (3) Given the product [CH3:23][C@@H:24]1[CH2:28][CH2:27][N:26]([C:18]([C:12]2[S:13][C:14]3[CH2:15][CH2:16][O:17][C:8]4[CH:7]=[C:6]([C:4]5[CH:3]=[N:2][NH:1][CH:5]=5)[CH:22]=[CH:21][C:9]=4[C:10]=3[N:11]=2)=[O:20])[CH2:25]1, predict the reactants needed to synthesize it. The reactants are: [NH:1]1[CH:5]=[C:4]([C:6]2[CH:22]=[CH:21][C:9]3[C:10]4[N:11]=[C:12]([C:18]([OH:20])=O)[S:13][C:14]=4[CH2:15][CH2:16][O:17][C:8]=3[CH:7]=2)[CH:3]=[N:2]1.[CH3:23][C@@H:24]1[CH2:28][CH2:27][NH:26][CH2:25]1. (4) Given the product [C:38]([O:28][C:10]1([C:8]2[CH:7]=[CH:6][C:5]3[O:1][CH2:2][O:3][C:4]=3[CH:9]=2)[C:18]2[C:13](=[CH:14][CH:15]=[CH:16][CH:17]=2)[N:12]([CH2:19][C:20]2[CH:25]=[CH:24][C:23]([Cl:26])=[CH:22][CH:21]=2)[C:11]1=[O:27])(=[O:40])[CH3:39], predict the reactants needed to synthesize it. The reactants are: [O:1]1[C:5]2[CH:6]=[CH:7][C:8]([C:10]3([OH:28])[C:18]4[C:13](=[CH:14][CH:15]=[CH:16][CH:17]=4)[N:12]([CH2:19][C:20]4[CH:25]=[CH:24][C:23]([Cl:26])=[CH:22][CH:21]=4)[C:11]3=[O:27])=[CH:9][C:4]=2[O:3][CH2:2]1.CCN(C(C)C)C(C)C.[C:38](Cl)(=[O:40])[CH3:39]. (5) Given the product [N+:28]([C:26]1[CH:27]=[C:21]([N+:18]([O-:20])=[O:19])[C:22]([NH2:23])=[CH:24][C:25]=1[NH:1][CH2:2][CH2:3][C:4]1[C:12]2[C:7](=[CH:8][CH:9]=[CH:10][CH:11]=2)[NH:6][CH:5]=1)([O-:30])=[O:29], predict the reactants needed to synthesize it. The reactants are: [NH2:1][CH2:2][CH2:3][C:4]1[C:12]2[C:7](=[CH:8][CH:9]=[CH:10][CH:11]=2)[NH:6][CH:5]=1.C(=O)(O)[O-].[Na+].[N+:18]([C:21]1[CH:27]=[C:26]([N+:28]([O-:30])=[O:29])[C:25](F)=[CH:24][C:22]=1[NH2:23])([O-:20])=[O:19].